The task is: Predict the reactants needed to synthesize the given product.. This data is from Full USPTO retrosynthesis dataset with 1.9M reactions from patents (1976-2016). (1) The reactants are: [F:1][C:2]1[CH:7]=[CH:6][CH:5]=[CH:4][C:3]=1[C:8](=O)[CH2:9][N:10]1[C:14]2[CH:15]=[CH:16][CH:17]=[CH:18][C:13]=2[N:12]([C:19]([CH3:21])=[CH2:20])[C:11]1=[O:22].Cl.[NH2:25][OH:26].N1C=CC=CC=1. Given the product [F:1][C:2]1[CH:7]=[CH:6][CH:5]=[CH:4][C:3]=1[C:8](=[N:25][OH:26])[CH2:9][N:10]1[C:14]2[CH:15]=[CH:16][CH:17]=[CH:18][C:13]=2[N:12]([C:19]([CH3:21])=[CH2:20])[C:11]1=[O:22], predict the reactants needed to synthesize it. (2) Given the product [CH2:30]([O:12][C:11](=[O:13])[CH:9]([NH:8][C:6]([O:5][C:1]([CH3:2])([CH3:3])[CH3:4])=[O:7])[CH3:10])[CH2:29][CH2:28][CH:27]=[CH2:26], predict the reactants needed to synthesize it. The reactants are: [C:1]([O:5][C:6]([NH:8][C@H:9]([C:11]([OH:13])=[O:12])[CH3:10])=[O:7])([CH3:4])([CH3:3])[CH3:2].C1N=CN(C(N2C=NC=C2)=O)C=1.[CH2:26](O)[CH2:27][CH2:28][CH:29]=[CH2:30].